The task is: Predict the product of the given reaction.. This data is from Forward reaction prediction with 1.9M reactions from USPTO patents (1976-2016). Given the reactants [NH2:1][C:2](=[N:30][O:31][C:32]([C:34]1[CH:43]=[CH:42][C:37]([C:38]([O:40][CH3:41])=[O:39])=[CH:36][CH:35]=1)=O)[N:3]1[CH2:8][CH2:7][CH:6]([O:9][CH2:10][C:11]2[C:12]([C:19]3[CH:24]=[CH:23][CH:22]=[CH:21][C:20]=3[O:25][C:26]([F:29])([F:28])[F:27])=[N:13][O:14][C:15]=2[CH:16]2[CH2:18][CH2:17]2)[CH2:5][CH2:4]1.C([O-])(=O)C.[Na+], predict the reaction product. The product is: [CH:16]1([C:15]2[O:14][N:13]=[C:12]([C:19]3[CH:24]=[CH:23][CH:22]=[CH:21][C:20]=3[O:25][C:26]([F:28])([F:27])[F:29])[C:11]=2[CH2:10][O:9][CH:6]2[CH2:5][CH2:4][N:3]([C:2]3[N:1]=[C:32]([C:34]4[CH:43]=[CH:42][C:37]([C:38]([O:40][CH3:41])=[O:39])=[CH:36][CH:35]=4)[O:31][N:30]=3)[CH2:8][CH2:7]2)[CH2:17][CH2:18]1.